This data is from Forward reaction prediction with 1.9M reactions from USPTO patents (1976-2016). The task is: Predict the product of the given reaction. Given the reactants [H-].[Al+3].[Li+].[H-].[H-].[H-].[CH2:7]([N:9]([CH3:28])[CH2:10][CH2:11][CH2:12][O:13][C:14]1[CH:19]=[CH:18][C:17]([C:20]2([C:26]#[N:27])[CH2:25][CH2:24][O:23][CH2:22][CH2:21]2)=[CH:16][CH:15]=1)[CH3:8], predict the reaction product. The product is: [NH2:27][CH2:26][C:20]1([C:17]2[CH:18]=[CH:19][C:14]([O:13][CH2:12][CH2:11][CH2:10][N:9]([CH2:7][CH3:8])[CH3:28])=[CH:15][CH:16]=2)[CH2:25][CH2:24][O:23][CH2:22][CH2:21]1.